This data is from Full USPTO retrosynthesis dataset with 1.9M reactions from patents (1976-2016). The task is: Predict the reactants needed to synthesize the given product. (1) Given the product [F:25][C:26]1[CH:31]=[CH:30][CH:29]=[CH:28][C:27]=1[N:32]1[C:5]([C:7]2[C:12](=[O:13])[CH:11]=[CH:10][N:9]([C:14]3[CH:19]=[CH:18][CH:17]=[C:16]([C:20]([F:23])([F:22])[F:21])[CH:15]=3)[N:8]=2)=[CH:4][CH:3]=[N:2]1, predict the reactants needed to synthesize it. The reactants are: C[N:2](C)/[CH:3]=[CH:4]/[C:5]([C:7]1[C:12](=[O:13])[CH:11]=[CH:10][N:9]([C:14]2[CH:19]=[CH:18][CH:17]=[C:16]([C:20]([F:23])([F:22])[F:21])[CH:15]=2)[N:8]=1)=O.[F:25][C:26]1[CH:31]=[CH:30][CH:29]=[CH:28][C:27]=1[NH:32]N. (2) Given the product [CH3:12][C:9]1([CH3:13])[O:8][C:6]2[N:7]=[C:2]([C:28]3[CH:29]=[CH:30][C:31]([NH2:34])=[N:32][CH:33]=3)[N:3]=[C:4]([N:14]3[CH2:19][CH2:18][O:17][CH2:16][CH2:15]3)[C:5]=2[O:11][CH2:10]1, predict the reactants needed to synthesize it. The reactants are: Cl[C:2]1[N:3]=[C:4]([N:14]2[CH2:19][CH2:18][O:17][CH2:16][CH2:15]2)[C:5]2[O:11][CH2:10][C:9]([CH3:13])([CH3:12])[O:8][C:6]=2[N:7]=1.CC1(C)C(C)(C)OB([C:28]2[CH:29]=[CH:30][C:31]([NH2:34])=[N:32][CH:33]=2)O1.C(=O)([O-])[O-].[Na+].[Na+]. (3) Given the product [Cl:1][C:2]1[CH:23]=[C:22]([NH:24][C:25]2[C:26]3[N:33]([CH2:34][CH2:35][OH:36])[CH:32]=[CH:31][C:27]=3[N:28]=[CH:29][N:30]=2)[CH:21]=[CH:20][C:3]=1[O:4][C:5]1[CH:6]=[C:7]([CH:11]([OH:19])[CH2:12][C:13]2[CH:18]=[CH:17][CH:16]=[CH:15][CH:14]=2)[CH:8]=[CH:9][CH:10]=1, predict the reactants needed to synthesize it. The reactants are: [Cl:1][C:2]1[CH:23]=[C:22]([NH:24][C:25]2[C:26]3[N:33]([CH2:34][CH2:35][OH:36])[CH:32]=[CH:31][C:27]=3[N:28]=[CH:29][N:30]=2)[CH:21]=[CH:20][C:3]=1[O:4][C:5]1[CH:6]=[C:7]([C:11](=[O:19])[CH2:12][C:13]2[CH:18]=[CH:17][CH:16]=[CH:15][CH:14]=2)[CH:8]=[CH:9][CH:10]=1.[BH4-].[Na+]. (4) Given the product [F:8][C:9]1[CH:14]=[CH:13][C:12]([NH:15][C:16]([NH:39][C:36]2[CH:35]=[CH:34][C:33]([O:32][C:31]3[C:26]4[CH:25]=[C:24]([C:18]5[CH:23]=[CH:22][CH:21]=[CH:20][CH:19]=5)[O:40][C:27]=4[N:28]=[CH:29][N:30]=3)=[CH:38][CH:37]=2)=[O:17])=[CH:11][CH:10]=1, predict the reactants needed to synthesize it. The reactants are: C1(C)C=CC=CC=1.[F:8][C:9]1[CH:14]=[CH:13][C:12]([N:15]=[C:16]=[O:17])=[CH:11][CH:10]=1.[C:18]1([C:24]2[O:40][C:27]3[N:28]=[CH:29][N:30]=[C:31]([O:32][C:33]4[CH:38]=[CH:37][C:36]([NH2:39])=[CH:35][CH:34]=4)[C:26]=3[CH:25]=2)[CH:23]=[CH:22][CH:21]=[CH:20][CH:19]=1.